Dataset: Forward reaction prediction with 1.9M reactions from USPTO patents (1976-2016). Task: Predict the product of the given reaction. (1) Given the reactants [CH3:1][C:2]([CH3:7])([CH3:6])[C:3]([NH2:5])=[O:4].C(Cl)(=O)[C:9](Cl)=[O:10].[NH2:14][C:15]1[N:20]=[CH:19][C:18]([O:21][C:22]2[CH:27]=[CH:26][N:25]=[C:24]([C:28]([NH:30][CH:31]3[CH2:33][CH2:32]3)=[O:29])[CH:23]=2)=[CH:17][CH:16]=1.CCN(C(C)C)C(C)C, predict the reaction product. The product is: [CH:31]1([NH:30][C:28](=[O:29])[C:24]2[CH:23]=[C:22]([O:21][C:18]3[CH:19]=[N:20][C:15]([NH:14][C:9]([NH:5][C:3](=[O:4])[C:2]([CH3:7])([CH3:6])[CH3:1])=[O:10])=[CH:16][CH:17]=3)[CH:27]=[CH:26][N:25]=2)[CH2:32][CH2:33]1. (2) Given the reactants Cl[C:2]1[N:7]=[C:6]([N:8]([CH:18]2[CH2:20][CH2:19]2)[CH2:9][C:10]2[CH:15]=[CH:14][C:13]([O:16][CH3:17])=[CH:12][CH:11]=2)[C:5]2=[N:21][CH:22]=[C:23]([C:24]#[N:25])[N:4]2[N:3]=1.[NH2:26][C:27]1[CH:28]=[C:29]([CH:32]=[C:33]([N:36]2[CH2:41][CH2:40][N:39]3[S:42](=[O:46])(=[O:45])[CH2:43][CH2:44][CH:38]3[CH2:37]2)[C:34]=1[Cl:35])[C:30]#[N:31].CC1(C)C2C(=C(P(C3C=CC=CC=3)C3C=CC=CC=3)C=CC=2)OC2C(P(C3C=CC=CC=3)C3C=CC=CC=3)=CC=CC1=2.C(=O)([O-])[O-].[Cs+].[Cs+], predict the reaction product. The product is: [Cl:35][C:34]1[C:33]([N:36]2[CH2:41][CH2:40][N:39]3[S:42](=[O:45])(=[O:46])[CH2:43][CH2:44][CH:38]3[CH2:37]2)=[CH:32][C:29]([C:30]#[N:31])=[CH:28][C:27]=1[NH:26][C:2]1[N:7]=[C:6]([N:8]([CH:18]2[CH2:19][CH2:20]2)[CH2:9][C:10]2[CH:15]=[CH:14][C:13]([O:16][CH3:17])=[CH:12][CH:11]=2)[C:5]2=[N:21][CH:22]=[C:23]([C:24]#[N:25])[N:4]2[N:3]=1. (3) Given the reactants O[CH2:2][CH2:3][CH2:4][N:5]1[C:9]2[CH:10]=[CH:11][C:12]([CH:14]=[O:15])=[CH:13][C:8]=2[NH:7][C:6]1=[O:16].C(Br)(Br)(Br)[Br:18].C1(P(C2C=CC=CC=2)C2C=CC=CC=2)C=CC=CC=1, predict the reaction product. The product is: [Br:18][CH2:2][CH2:3][CH2:4][N:5]1[C:9]2[CH:10]=[CH:11][C:12]([CH:14]=[O:15])=[CH:13][C:8]=2[NH:7][C:6]1=[O:16]. (4) Given the reactants [Cl:1][C:2]1[CH:7]=[CH:6][C:5]([Cl:8])=[N+:4]([O-])[C:3]=1[C:10]([O:12]C)=[O:11].OS(O)(=O)=O.O=S(=O)=O.[N+:23]([O-])([OH:25])=[O:24].C(=O)(O)[O-].[Na+], predict the reaction product. The product is: [N+:23]([C:7]1[CH:6]=[C:5]([Cl:8])[N:4]=[C:3]([C:10]([OH:12])=[O:11])[C:2]=1[Cl:1])([O-:25])=[O:24].